Regression. Given a peptide amino acid sequence and an MHC pseudo amino acid sequence, predict their binding affinity value. This is MHC class I binding data. From a dataset of Peptide-MHC class I binding affinity with 185,985 pairs from IEDB/IMGT. (1) The peptide sequence is GLNKIVRMY. The MHC is HLA-B44:03 with pseudo-sequence HLA-B44:03. The binding affinity (normalized) is 0. (2) The peptide sequence is AILGVLATL. The MHC is HLA-A11:01 with pseudo-sequence HLA-A11:01. The binding affinity (normalized) is 0.0847. (3) The peptide sequence is CVSNLDISSV. The MHC is HLA-A02:02 with pseudo-sequence HLA-A02:02. The binding affinity (normalized) is 0.635. (4) The peptide sequence is TILALFLAHY. The MHC is HLA-A26:01 with pseudo-sequence HLA-A26:01. The binding affinity (normalized) is 0.0443. (5) The peptide sequence is ILALPILLAV. The MHC is HLA-A02:02 with pseudo-sequence HLA-A02:02. The binding affinity (normalized) is 0.740. (6) The peptide sequence is RKMPHLFSK. The MHC is HLA-A29:02 with pseudo-sequence HLA-A29:02. The binding affinity (normalized) is 0.0847. (7) The peptide sequence is RYRRLIQIL. The MHC is HLA-A26:03 with pseudo-sequence HLA-A26:03. The binding affinity (normalized) is 0.0847. (8) The binding affinity (normalized) is 0.0417. The peptide sequence is LTKRFSLGM. The MHC is HLA-A26:01 with pseudo-sequence HLA-A26:01. (9) The peptide sequence is GIPHPAGLK. The MHC is HLA-A31:01 with pseudo-sequence HLA-A31:01. The binding affinity (normalized) is 0.0934.